This data is from Full USPTO retrosynthesis dataset with 1.9M reactions from patents (1976-2016). The task is: Predict the reactants needed to synthesize the given product. (1) Given the product [O:1]=[C:2]1[C:8]2=[N:9][C:10]3[CH:15]=[CH:14][C:13]([C:16]([NH:68][C:67]4[CH:69]=[CH:70][CH:71]=[C:65]([C:63]5[N:62]=[CH:61][N:60]([C:41]([C:54]6[CH:55]=[CH:56][CH:57]=[CH:58][CH:59]=6)([C:48]6[CH:49]=[CH:50][CH:51]=[CH:52][CH:53]=6)[C:42]6[CH:47]=[CH:46][CH:45]=[CH:44][CH:43]=6)[CH:64]=5)[CH:66]=4)=[O:18])=[CH:12][C:11]=3[N:7]2[CH2:6][CH2:5][CH2:4][NH:3]1, predict the reactants needed to synthesize it. The reactants are: [O:1]=[C:2]1[C:8]2=[N:9][C:10]3[CH:15]=[CH:14][C:13]([C:16]([OH:18])=O)=[CH:12][C:11]=3[N:7]2[CH2:6][CH2:5][CH2:4][NH:3]1.CN(C(ON1N=NC2C=CC=CC1=2)=[N+](C)C)C.[B-](F)(F)(F)F.[C:41]([N:60]1[CH:64]=[C:63]([C:65]2[CH:66]=[C:67]([CH:69]=[CH:70][CH:71]=2)[NH2:68])[N:62]=[CH:61]1)([C:54]1[CH:59]=[CH:58][CH:57]=[CH:56][CH:55]=1)([C:48]1[CH:53]=[CH:52][CH:51]=[CH:50][CH:49]=1)[C:42]1[CH:47]=[CH:46][CH:45]=[CH:44][CH:43]=1.C(N(CC)CC)C. (2) Given the product [CH3:1][C:2]([N:10]1[CH:14]=[C:13]([NH:15][C:16](=[O:22])[CH:17]([NH:21][C:32](=[O:33])[CH:31]([C:26]2[CH:27]=[C:28]([F:30])[CH:29]=[C:24]([F:23])[CH:25]=2)[OH:35])[CH2:18][CH2:19][CH3:20])[N:12]=[CH:11]1)([CH3:9])[CH2:3][N:4]1[CH2:8][CH2:7][CH2:6][CH2:5]1, predict the reactants needed to synthesize it. The reactants are: [CH3:1][C:2]([N:10]1[CH:14]=[C:13]([NH:15][C:16](=[O:22])[CH:17]([NH2:21])[CH2:18][CH2:19][CH3:20])[N:12]=[CH:11]1)([CH3:9])[CH2:3][N:4]1[CH2:8][CH2:7][CH2:6][CH2:5]1.[F:23][C:24]1[CH:25]=[C:26]([CH:31]([OH:35])[C:32](O)=[O:33])[CH:27]=[C:28]([F:30])[CH:29]=1. (3) Given the product [NH2:20][C:16]1[C:15]2[N:14]([C:13]([CH:21]3[CH2:26][CH2:25][N:24]([CH:48]=[O:49])[CH2:23][CH2:22]3)=[N:12][C:11]=2[C:3]2[NH:2][C:10]3[C:5]([CH:4]=2)=[CH:6][CH:7]=[CH:8][CH:9]=3)[CH:19]=[CH:18][N:17]=1, predict the reactants needed to synthesize it. The reactants are: Cl.[NH:2]1[C:10]2[C:5](=[CH:6][CH:7]=[CH:8][CH:9]=2)[CH:4]=[C:3]1[C:11]1[N:12]=[C:13]([CH:21]2[CH2:26][CH2:25][NH:24][CH2:23][CH2:22]2)[N:14]2[CH:19]=[CH:18][N:17]=[C:16]([NH2:20])[C:15]=12.CCN=C=NCCCN(C)C.Cl.C(N(CC)C(C)C)(C)C.[CH:48](O)=[O:49]. (4) Given the product [ClH:30].[CH3:18][C:12]1[CH:13]=[CH:14][CH:15]=[C:16]([CH3:17])[C:11]=1[NH:10][C:8]1[NH:7][C:6]2=[CH:5][S:4][CH:3]=[C:2]2[N:1]=1, predict the reactants needed to synthesize it. The reactants are: [NH2:1][C:2]1[C:6]([NH:7][C:8]([NH:10][C:11]2[C:16]([CH3:17])=[CH:15][CH:14]=[CH:13][C:12]=2[CH3:18])=S)=[CH:5][S:4][CH:3]=1.[OH-].[Na+].C1(C)C=CC(S([Cl:30])(=O)=O)=CC=1. (5) Given the product [CH:1]1([C:7]2[CH:8]=[C:9]([C:38]([NH:45][CH2:44][C:43]([OH:46])=[O:42])=[O:39])[N:10]([CH2:29][C:30]([N:32]3[CH2:37][CH2:36][O:35][CH2:34][CH2:33]3)=[O:31])[C:11]=2[C:12]2[CH:13]=[C:14]3[C:19](=[CH:20][CH:21]=2)[N:18]=[C:17]([C:22]2[S:26][C:25]([CH3:27])=[N:24][C:23]=2[CH3:28])[CH:16]=[CH:15]3)[CH2:2][CH2:3][CH2:4][CH2:5][CH2:6]1, predict the reactants needed to synthesize it. The reactants are: [CH:1]1([C:7]2[CH:8]=[C:9]([C:38](O)=[O:39])[N:10]([CH2:29][C:30]([N:32]3[CH2:37][CH2:36][O:35][CH2:34][CH2:33]3)=[O:31])[C:11]=2[C:12]2[CH:13]=[C:14]3[C:19](=[CH:20][CH:21]=2)[N:18]=[C:17]([C:22]2[S:26][C:25]([CH3:27])=[N:24][C:23]=2[CH3:28])[CH:16]=[CH:15]3)[CH2:6][CH2:5][CH2:4][CH2:3][CH2:2]1.C[O:42][C:43](=[O:46])[CH2:44][NH2:45].CN(C(ON1N=NC2C=CC=CC1=2)=[N+](C)C)C.F[P-](F)(F)(F)(F)F.CCN(C(C)C)C(C)C.[OH-].[Na+]. (6) Given the product [C:26]([C:2]1[CH:11]=[CH:10][C:9]2[NH:8][C:7]3[C:12](=[O:16])[NH:13][CH:14]=[N:15][C:6]=3[C:5]([CH2:21][CH2:22][CH:23]3[CH2:24][CH2:25]3)([C:17]([F:18])([F:20])[F:19])[C:4]=2[CH:3]=1)#[N:27], predict the reactants needed to synthesize it. The reactants are: Cl[C:2]1[CH:11]=[CH:10][C:9]2[NH:8][C:7]3[C:12](=[O:16])[NH:13][CH:14]=[N:15][C:6]=3[C:5]([CH2:21][CH2:22][CH:23]3[CH2:25][CH2:24]3)([C:17]([F:20])([F:19])[F:18])[C:4]=2[CH:3]=1.[CH3:26][N:27]1C(=O)CCC1. (7) Given the product [CH3:14][CH2:1][C:2]1[S:6][C:5]([NH:7][C:8]([CH2:10][N:11]([CH3:12])[CH3:13])=[O:9])=[N:4][N:3]=1, predict the reactants needed to synthesize it. The reactants are: [CH3:1][C:2]1[S:6][C:5]([NH:7][C:8]([CH2:10][N:11]([CH3:13])[CH3:12])=[O:9])=[N:4][N:3]=1.[CH3:14]C(OC(OC(OC(C)(C)C)=O)=O)(C)C.